Dataset: Forward reaction prediction with 1.9M reactions from USPTO patents (1976-2016). Task: Predict the product of the given reaction. (1) Given the reactants [CH3:1][O:2][C:3]1[CH:17]=[CH:16][C:6]([CH2:7][O:8][C:9]2[C:14](=[O:15])[CH:13]=[CH:12][NH:11][CH:10]=2)=[CH:5][CH:4]=1.[Br:18][C:19]1[CH:24]=[CH:23][CH:22]=[C:21](Br)[N:20]=1.C([O-])([O-])=O.[K+].[K+], predict the reaction product. The product is: [Br:18][C:19]1[N:20]=[C:21]([N:11]2[CH:12]=[CH:13][C:14](=[O:15])[C:9]([O:8][CH2:7][C:6]3[CH:5]=[CH:4][C:3]([O:2][CH3:1])=[CH:17][CH:16]=3)=[CH:10]2)[CH:22]=[CH:23][CH:24]=1. (2) Given the reactants CN(C=O)C.[Cl:6][C:7]1[CH:12]=[C:11]([Cl:13])[CH:10]=[CH:9][C:8]=1[C:14]1[NH:19][C:18](=[O:20])[C:17]([C:21]([O:23][CH3:24])=[O:22])=[CH:16][C:15]=1[C:25]1[CH:30]=[CH:29][C:28]([F:31])=[CH:27][CH:26]=1.C([O-])([O-])=O.[Cs+].[Cs+].[F:38][C:39]1[CH:40]=[C:41]([CH:44]=[CH:45][C:46]=1[F:47])[CH2:42]Br, predict the reaction product. The product is: [Cl:6][C:7]1[CH:12]=[C:11]([Cl:13])[CH:10]=[CH:9][C:8]=1[C:14]1[C:15]([C:25]2[CH:26]=[CH:27][C:28]([F:31])=[CH:29][CH:30]=2)=[CH:16][C:17]([C:21]([O:23][CH3:24])=[O:22])=[C:18]([O:20][CH2:42][C:41]2[CH:44]=[CH:45][C:46]([F:47])=[C:39]([F:38])[CH:40]=2)[N:19]=1. (3) Given the reactants Br[C:2]1[CH:7]=[CH:6][C:5]([CH:8]([CH3:15])[CH2:9][NH:10][S:11]([CH3:14])(=[O:13])=[O:12])=[CH:4][CH:3]=1.[F:16][C:17]1[CH:18]=[C:19](B(O)O)[CH:20]=[CH:21][CH:22]=1.C(=O)([O-])[O-].[K+].[K+], predict the reaction product. The product is: [F:16][C:17]1[CH:22]=[C:21]([C:2]2[CH:7]=[CH:6][C:5]([CH:8]([CH3:15])[CH2:9][NH:10][S:11]([CH3:14])(=[O:13])=[O:12])=[CH:4][CH:3]=2)[CH:20]=[CH:19][CH:18]=1. (4) Given the reactants [F:1][C:2]1[CH:3]=[C:4]([OH:17])[CH:5]=[C:6]([F:16])[C:7]=1[N:8]=NC1C=CC=CC=1, predict the reaction product. The product is: [NH2:8][C:7]1[C:2]([F:1])=[CH:3][C:4]([OH:17])=[CH:5][C:6]=1[F:16]. (5) Given the reactants Cl.[CH2:2]([O:4][C:5]1[CH:6]=[C:7]([N:12]2[C:16]([CH2:17][NH2:18])=[CH:15][C:14]([C:19]([F:22])([F:21])[F:20])=[N:13]2)[CH:8]=[C:9]([CH3:11])[CH:10]=1)[CH3:3].[F:23][C:24]1[CH:25]=[C:26]([NH:35][C:36](=O)[O:37]C2C=CC=CC=2)[CH:27]=[CH:28][C:29]=1[CH2:30][O:31][CH2:32][CH2:33][OH:34], predict the reaction product. The product is: [CH2:2]([O:4][C:5]1[CH:6]=[C:7]([N:12]2[C:16]([CH2:17][NH:18][C:36]([NH:35][C:26]3[CH:27]=[CH:28][C:29]([CH2:30][O:31][CH2:32][CH2:33][OH:34])=[C:24]([F:23])[CH:25]=3)=[O:37])=[CH:15][C:14]([C:19]([F:20])([F:21])[F:22])=[N:13]2)[CH:8]=[C:9]([CH3:11])[CH:10]=1)[CH3:3]. (6) The product is: [ClH:1].[NH2:33][C:31]1[NH:30][C:29]2[CH:55]=[C:25]([NH:24][C:61](=[O:63])[CH2:62][C:57]([CH3:65])([CH3:56])[CH2:58][C:59]([OH:64])=[O:60])[CH:26]=[CH:27][C:28]=2[N:32]=1. Given the reactants [ClH:1].NC1NC2C=C(NC(C3C=CC=CC=3C(O)=O)=O)C=CC=2N=1.[NH2:24][C:25]1[CH:26]=[CH:27][C:28]2[N:32]=[C:31]([N:33](C(OC(C)(C)C)=O)C(OC(C)(C)C)=O)[N:30](C(OC(C)(C)C)=O)[C:29]=2[CH:55]=1.[CH3:56][C:57]1([CH3:65])[CH2:62][C:61](=[O:63])[O:60][C:59](=[O:64])[CH2:58]1, predict the reaction product. (7) Given the reactants C([O-])(=O)COCC([O-])=O.[Zn+2:10].[C:11]([OH:20])(=[O:19])[CH2:12][CH2:13][CH2:14][CH2:15][C:16]([OH:18])=[O:17].C(O)(=O)COCC(O)=O, predict the reaction product. The product is: [C:11]([O-:20])(=[O:19])[CH2:12][CH2:13][CH2:14][CH2:15][C:16]([O-:18])=[O:17].[Zn+2:10]. (8) The product is: [ClH:8].[CH3:3][C:2]([CH3:5])([CH3:4])[CH2:1][C:25]1[CH:26]=[C:27]2[C:22](=[CH:23][CH:24]=1)[CH2:21][O:20][CH:19]=[C:18]2[NH2:17]. Given the reactants [CH2:1]([Mg]Br)[C:2]([CH3:5])([CH3:4])[CH3:3].[Cl:8]CCl.C(OC(=O)[NH:17][C:18]1[C:27]2[C:22](=[CH:23][CH:24]=[C:25](Br)[CH:26]=2)[CH2:21][O:20][CH:19]=1)(C)(C)C.Cl, predict the reaction product. (9) Given the reactants [NH2:1][C:2]1[CH:3]=[C:4]([OH:8])[CH:5]=[CH:6][CH:7]=1.[C:9](Cl)(=[O:13])[CH:10]([CH3:12])[CH3:11], predict the reaction product. The product is: [OH:8][C:4]1[CH:3]=[C:2]([NH:1][C:9](=[O:13])[CH:10]([CH3:12])[CH3:11])[CH:7]=[CH:6][CH:5]=1.